This data is from NCI-60 drug combinations with 297,098 pairs across 59 cell lines. The task is: Regression. Given two drug SMILES strings and cell line genomic features, predict the synergy score measuring deviation from expected non-interaction effect. (1) Drug 1: C1CCN(CC1)CCOC2=CC=C(C=C2)C(=O)C3=C(SC4=C3C=CC(=C4)O)C5=CC=C(C=C5)O. Drug 2: COCCOC1=C(C=C2C(=C1)C(=NC=N2)NC3=CC=CC(=C3)C#C)OCCOC.Cl. Cell line: SK-MEL-2. Synergy scores: CSS=-0.554, Synergy_ZIP=-0.369, Synergy_Bliss=-3.04, Synergy_Loewe=-4.40, Synergy_HSA=-5.84. (2) Drug 1: C1=NC2=C(N=C(N=C2N1C3C(C(C(O3)CO)O)F)Cl)N. Drug 2: CC1=C(C(=CC=C1)Cl)NC(=O)C2=CN=C(S2)NC3=CC(=NC(=N3)C)N4CCN(CC4)CCO. Cell line: OVCAR-5. Synergy scores: CSS=3.47, Synergy_ZIP=-2.84, Synergy_Bliss=-5.25, Synergy_Loewe=-4.22, Synergy_HSA=-3.96. (3) Drug 1: CN(CC1=CN=C2C(=N1)C(=NC(=N2)N)N)C3=CC=C(C=C3)C(=O)NC(CCC(=O)O)C(=O)O. Drug 2: CCCCCOC(=O)NC1=NC(=O)N(C=C1F)C2C(C(C(O2)C)O)O. Cell line: SN12C. Synergy scores: CSS=9.45, Synergy_ZIP=-6.21, Synergy_Bliss=-0.787, Synergy_Loewe=-23.8, Synergy_HSA=0.900. (4) Drug 1: CNC(=O)C1=NC=CC(=C1)OC2=CC=C(C=C2)NC(=O)NC3=CC(=C(C=C3)Cl)C(F)(F)F. Drug 2: C1=NC2=C(N1)C(=S)N=CN2. Cell line: HCC-2998. Synergy scores: CSS=14.8, Synergy_ZIP=5.39, Synergy_Bliss=5.48, Synergy_Loewe=-32.3, Synergy_HSA=-2.53. (5) Drug 1: C1CCC(C1)C(CC#N)N2C=C(C=N2)C3=C4C=CNC4=NC=N3. Drug 2: B(C(CC(C)C)NC(=O)C(CC1=CC=CC=C1)NC(=O)C2=NC=CN=C2)(O)O. Cell line: SF-268. Synergy scores: CSS=-7.49, Synergy_ZIP=3.22, Synergy_Bliss=0.329, Synergy_Loewe=-6.08, Synergy_HSA=-4.32. (6) Drug 1: CNC(=O)C1=CC=CC=C1SC2=CC3=C(C=C2)C(=NN3)C=CC4=CC=CC=N4. Drug 2: C1=CC(=CC=C1CCC2=CNC3=C2C(=O)NC(=N3)N)C(=O)NC(CCC(=O)O)C(=O)O. Cell line: LOX IMVI. Synergy scores: CSS=39.6, Synergy_ZIP=2.08, Synergy_Bliss=-1.13, Synergy_Loewe=-6.88, Synergy_HSA=-0.899.